This data is from Forward reaction prediction with 1.9M reactions from USPTO patents (1976-2016). The task is: Predict the product of the given reaction. Given the reactants [F:1][C:2]1[C:7]([C:8]([OH:10])=[O:9])=[C:6]([CH3:11])[C:5]([N+:12]([O-:14])=[O:13])=[CH:4][CH:3]=1.[C:15](=O)([O-])[O-].[K+].[K+].IC.O, predict the reaction product. The product is: [F:1][C:2]1[C:7]([C:8]([O:10][CH3:15])=[O:9])=[C:6]([CH3:11])[C:5]([N+:12]([O-:14])=[O:13])=[CH:4][CH:3]=1.